Dataset: Peptide-MHC class I binding affinity with 185,985 pairs from IEDB/IMGT. Task: Regression. Given a peptide amino acid sequence and an MHC pseudo amino acid sequence, predict their binding affinity value. This is MHC class I binding data. (1) The peptide sequence is MKAPFSSLKV. The MHC is HLA-B27:05 with pseudo-sequence HLA-B27:05. The binding affinity (normalized) is 0. (2) The peptide sequence is TLEEAKTALK. The MHC is HLA-A33:01 with pseudo-sequence HLA-A33:01. The binding affinity (normalized) is 0. (3) The peptide sequence is LLFASMGFK. The MHC is H-2-Dd with pseudo-sequence H-2-Dd. The binding affinity (normalized) is 0. (4) The peptide sequence is KLEMDLKDL. The MHC is HLA-A02:03 with pseudo-sequence HLA-A02:03. The binding affinity (normalized) is 0.238. (5) The peptide sequence is CLGGLLTMV. The MHC is HLA-A68:01 with pseudo-sequence HLA-A68:01. The binding affinity (normalized) is 0.